Predict the reaction yield, written as a fraction of the theoretical maximum amount of product (1.0 means a 100% yield; for example, 0.34 means a 34% yield). From a dataset of Reaction yield outcomes from USPTO patents with 853,638 reactions. (1) The reactants are [Cl:1][C:2]1[CH:7]=[CH:6][C:5]([C:8]2[CH:12]=[C:11]([C:13]3[CH:14]=[C:15]([CH:21]=[CH:22][CH:23]=3)[C:16]([O:18]CC)=[O:17])[O:10][N:9]=2)=[CH:4][CH:3]=1.Cl. The catalyst is C1COCC1.O. The product is [Cl:1][C:2]1[CH:3]=[CH:4][C:5]([C:8]2[CH:12]=[C:11]([C:13]3[CH:14]=[C:15]([CH:21]=[CH:22][CH:23]=3)[C:16]([OH:18])=[O:17])[O:10][N:9]=2)=[CH:6][CH:7]=1. The yield is 0.960. (2) The reactants are [NH2:1][C@H:2]([C:4]1[N:9]([C:10]2[CH:15]=[CH:14][CH:13]=[CH:12][CH:11]=2)[C:8](=[O:16])[C:7]2=[C:17]([CH2:20][C:21]3[CH:26]=[CH:25][CH:24]=[C:23]([O:27][CH3:28])[CH:22]=3)[CH:18]=[CH:19][N:6]2[N:5]=1)[CH3:3].[NH2:29][C:30]1[C:35]([C:36]#[N:37])=[C:34](Cl)[N:33]=[CH:32][N:31]=1.C(N(CC)C(C)C)(C)C. The catalyst is C(O)(C)(C)C. The product is [NH2:29][C:30]1[C:35]([C:36]#[N:37])=[C:34]([NH:1][C@H:2]([C:4]2[N:9]([C:10]3[CH:11]=[CH:12][CH:13]=[CH:14][CH:15]=3)[C:8](=[O:16])[C:7]3=[C:17]([CH2:20][C:21]4[CH:26]=[CH:25][CH:24]=[C:23]([O:27][CH3:28])[CH:22]=4)[CH:18]=[CH:19][N:6]3[N:5]=2)[CH3:3])[N:33]=[CH:32][N:31]=1. The yield is 0.570. (3) The reactants are [F:1][C:2]1[CH:7]=[C:6]([F:8])[CH:5]=[CH:4][C:3]=1[C:9](=O)[CH2:10][C:11]1[CH:12]=[CH:13][C:14]2[N:15]([C:17]([CH:20]([CH3:22])[CH3:21])=[N:18][N:19]=2)[N:16]=1.COC(OC)[N:27]([CH3:29])C.[NH2:32]N. The catalyst is C1(C)C=CC=CC=1. The product is [F:1][C:2]1[CH:7]=[C:6]([F:8])[CH:5]=[CH:4][C:3]=1[C:9]1[C:10]([C:11]2[CH:12]=[CH:13][C:14]3[N:15]([C:17]([CH:20]([CH3:22])[CH3:21])=[N:18][N:19]=3)[N:16]=2)=[CH:29][NH:27][N:32]=1. The yield is 0.250. (4) The reactants are C[O:2][C:3]([C:5]1[CH:27]=[CH:26][C:8]2[N:9]=[C:10]([C:12]3[N:13]([CH3:25])[CH:14]=[C:15]([NH:17][C:18]([O:20][C:21]([CH3:24])([CH3:23])[CH3:22])=[O:19])[CH:16]=3)[NH:11][C:7]=2[C:6]=1[O:28][CH3:29])=[O:4].Cl. The catalyst is [OH-].[Na+]. The product is [C:21]([O:20][C:18]([NH:17][C:15]1[CH:16]=[C:12]([C:10]2[NH:11][C:7]3[C:6]([O:28][CH3:29])=[C:5]([C:3]([OH:4])=[O:2])[CH:27]=[CH:26][C:8]=3[N:9]=2)[N:13]([CH3:25])[CH:14]=1)=[O:19])([CH3:24])([CH3:22])[CH3:23]. The yield is 0.730. (5) The reactants are [C:1]([O:5][C:6]([N:8]1[CH2:11][C:10]([N:13]2[C:29]3[C:16](=[CH:17][C:18]4[O:19][CH2:20][C:21]5[N:26]([C:27]=4[CH:28]=3)[C@H:25]([CH3:30])[C:24](=[O:31])[NH:23][N:22]=5)[C:15](I)=[CH:14]2)([CH3:12])[CH2:9]1)=[O:7])([CH3:4])([CH3:3])[CH3:2].[CH3:33][C:34]1(C)C(C)(C)OB(C=C)O1.C([O-])([O-])=O.[K+].[K+].C(Cl)Cl. The catalyst is O1CCOCC1.O.C1C=CC(P(C2C=CC=CC=2)[C-]2C=CC=C2)=CC=1.C1C=CC(P(C2C=CC=CC=2)[C-]2C=CC=C2)=CC=1.Cl[Pd]Cl.[Fe+2]. The product is [C:1]([O:5][C:6]([N:8]1[CH2:11][C:10]([CH3:12])([N:13]2[C:29]3[C:16](=[CH:17][C:18]4[O:19][CH2:20][C:21]5[N:26]([C:27]=4[CH:28]=3)[C@H:25]([CH3:30])[C:24](=[O:31])[NH:23][N:22]=5)[C:15]([CH:33]=[CH2:34])=[CH:14]2)[CH2:9]1)=[O:7])([CH3:4])([CH3:3])[CH3:2]. The yield is 0.900. (6) The reactants are [CH3:1][O:2][C:3](=[O:26])[C:4]1[CH:9]=[CH:8][CH:7]=[C:6]([CH2:10][N:11]([C:19]2[CH:24]=[CH:23][CH:22]=[CH:21][C:20]=2I)[C:12](=[O:18])[C:13]#[C:14][CH:15]([CH3:17])[CH3:16])[CH:5]=1.[Cl:27][C:28]1[CH:33]=[CH:32][C:31](B(O)O)=[CH:30][CH:29]=1.C1(P(C2C=CC=CC=2)C2C=CC=CC=2)C=CC=CC=1.[F-].[Cs+]. The catalyst is C1COCC1.C([O-])(=O)C.[Pd+2].C([O-])(=O)C. The product is [CH3:1][O:2][C:3](=[O:26])[C:4]1[CH:9]=[CH:8][CH:7]=[C:6]([CH2:10][N:11]2[C:19]3[C:24](=[CH:23][CH:22]=[CH:21][CH:20]=3)[C:13](=[C:14]([C:31]3[CH:32]=[CH:33][C:28]([Cl:27])=[CH:29][CH:30]=3)[CH:15]([CH3:17])[CH3:16])[C:12]2=[O:18])[CH:5]=1. The yield is 0.440.